This data is from Experimentally validated miRNA-target interactions with 360,000+ pairs, plus equal number of negative samples. The task is: Binary Classification. Given a miRNA mature sequence and a target amino acid sequence, predict their likelihood of interaction. The miRNA is hsa-miR-4485-5p with sequence ACCGCCUGCCCAGUGA. The protein sequence of the target gene is MAQESVMFSDVSVDFSQEEWECLNDDQRDLYRDVMLENYSNLVSMGHSISKPNVISYLEQGKEPWLADRELTRGQWPVLESRCETKKLFLKKEIYEIESTQWEIMEKLTRRDFQCSSFRDDWECNRQFKKELGSQGGHFNQLVFTHEDLPTLSHHPSFTLQQIINSKKKFCASKEYRKTFRHGSQFATHEIIHTIEKPYECKECGKSFRHPSRLTHHQKIHTGKKPFECKECGKTFICGSDLTRHHRIHTGEKPYECKECGKAFSSGSNFTRHQRIHTGEKPYECKECGKAFSSGSNFTQ.... Result: 1 (interaction).